Dataset: Catalyst prediction with 721,799 reactions and 888 catalyst types from USPTO. Task: Predict which catalyst facilitates the given reaction. Reactant: C([O-])([O-])=O.[Na+].[Na+].[CH:7]([C:9]1[CH:14]=[CH:13][C:12](B(O)O)=[CH:11][CH:10]=1)=[O:8].Cl[C:19]1[C:24]([Cl:25])=[CH:23][C:22]([CH:26]=[CH2:27])=[CH:21][N:20]=1. Product: [Cl:25][C:24]1[C:19]([C:12]2[CH:13]=[CH:14][C:9]([CH:7]=[O:8])=[CH:10][CH:11]=2)=[N:20][CH:21]=[C:22]([CH:26]=[CH2:27])[CH:23]=1. The catalyst class is: 108.